Dataset: Reaction yield outcomes from USPTO patents with 853,638 reactions. Task: Predict the reaction yield, written as a fraction of the theoretical maximum amount of product (1.0 means a 100% yield; for example, 0.34 means a 34% yield). (1) The reactants are [Cl-].O[NH3+:3].[C:4](=[O:7])([O-])[OH:5].[Na+].CS(C)=O.[CH2:13]([C:15]1[N:16]=[C:17]([CH2:45][CH2:46][CH3:47])[N:18]([CH2:30][C:31]2[CH:36]=[CH:35][C:34]([C:37]3[C:38]([C:43]#[N:44])=[CH:39][CH:40]=[CH:41][CH:42]=3)=[CH:33][CH:32]=2)[C:19](=[O:29])[C:20]=1[C:21]1[CH:26]=[CH:25][C:24]([O:27][CH3:28])=[CH:23][CH:22]=1)[CH3:14]. The catalyst is O. The product is [CH2:13]([C:15]1[N:16]=[C:17]([CH2:45][CH2:46][CH3:47])[N:18]([CH2:30][C:31]2[CH:36]=[CH:35][C:34]([C:37]3[CH:42]=[CH:41][CH:40]=[CH:39][C:38]=3[C:43]3[NH:3][C:4](=[O:7])[O:5][N:44]=3)=[CH:33][CH:32]=2)[C:19](=[O:29])[C:20]=1[C:21]1[CH:22]=[CH:23][C:24]([O:27][CH3:28])=[CH:25][CH:26]=1)[CH3:14]. The yield is 0.810. (2) The reactants are Cl[C:2]1[N:7]=[C:6]([C:8]2[N:12]3[CH:13]=[CH:14][CH:15]=[CH:16][C:11]3=[N:10][C:9]=2[C:17]2[CH:18]=[CH:19][C:20]([O:34][CH3:35])=[C:21]([CH:33]=2)[C:22]([NH:24][C:25]2[C:30]([F:31])=[CH:29][CH:28]=[CH:27][C:26]=2[F:32])=[O:23])[CH:5]=[CH:4][N:3]=1.[CH2:36]([O:38][C:39]1[CH:45]=[C:44]([N:46]2[CH2:51][CH2:50][N:49]([CH2:52][CH2:53][CH3:54])[CH2:48][CH2:47]2)[CH:43]=[CH:42][C:40]=1[NH2:41])[CH3:37].C1(C)C=CC(S(O)(=O)=O)=CC=1.C[O-].[Na+]. The catalyst is CC(O)C. The product is [F:32][C:26]1[CH:27]=[CH:28][CH:29]=[C:30]([F:31])[C:25]=1[NH:24][C:22](=[O:23])[C:21]1[CH:33]=[C:17]([C:9]2[N:10]=[C:11]3[CH:16]=[CH:15][CH:14]=[CH:13][N:12]3[C:8]=2[C:6]2[CH:5]=[CH:4][N:3]=[C:2]([NH:41][C:40]3[CH:42]=[CH:43][C:44]([N:46]4[CH2:51][CH2:50][N:49]([CH2:52][CH2:53][CH3:54])[CH2:48][CH2:47]4)=[CH:45][C:39]=3[O:38][CH2:36][CH3:37])[N:7]=2)[CH:18]=[CH:19][C:20]=1[O:34][CH3:35]. The yield is 0.400. (3) The reactants are [F:1][C:2]1[CH:7]=[CH:6][C:5]([O:8][C:9]2[CH:14]=[CH:13][C:12]([N+:15]([O-])=O)=[CH:11][CH:10]=2)=[CH:4][C:3]=1[C:18]([F:21])([F:20])[F:19]. The catalyst is CO.[Pd]. The product is [F:1][C:2]1[CH:7]=[CH:6][C:5]([O:8][C:9]2[CH:10]=[CH:11][C:12]([NH2:15])=[CH:13][CH:14]=2)=[CH:4][C:3]=1[C:18]([F:19])([F:20])[F:21]. The yield is 0.950. (4) The reactants are Br[C:2]1[CH:11]=[CH:10][C:5]([C:6]([NH:8][CH3:9])=[O:7])=[CH:4][CH:3]=1.[NH2:12][C@H:13]1[C:22]2[C:17](=[CH:18][CH:19]=[C:20]([CH:23]3[CH2:28][CH2:27][O:26][CH2:25][CH2:24]3)[CH:21]=2)[N:16]([C:29](=[O:31])[CH3:30])[C@@H:15]([CH3:32])[C@@H:14]1[CH3:33].CC(C)([O-])C.[Na+].CN(C1C(C2C(P(C3CCCCC3)C3CCCCC3)=CC=CC=2)=CC=CC=1)C. The catalyst is O1CCOCC1.C1C=CC(/C=C/C(/C=C/C2C=CC=CC=2)=O)=CC=1.C1C=CC(/C=C/C(/C=C/C2C=CC=CC=2)=O)=CC=1.C1C=CC(/C=C/C(/C=C/C2C=CC=CC=2)=O)=CC=1.[Pd].[Pd]. The product is [C:29]([N:16]1[C:17]2[C:22](=[CH:21][C:20]([CH:23]3[CH2:28][CH2:27][O:26][CH2:25][CH2:24]3)=[CH:19][CH:18]=2)[C@H:13]([NH:12][C:2]2[CH:11]=[CH:10][C:5]([C:6]([NH:8][CH3:9])=[O:7])=[CH:4][CH:3]=2)[C@@H:14]([CH3:33])[C@@H:15]1[CH3:32])(=[O:31])[CH3:30]. The yield is 0.315. (5) The reactants are [OH:1][C:2]([CH3:7])([CH3:6])[C:3]([OH:5])=[O:4].O1[B:13]([C@@H:14]([NH:19][C:20](=[O:33])[CH2:21][NH:22][C:23](=[O:32])[C:24]2[CH:29]=[C:28]([Cl:30])[CH:27]=[CH:26][C:25]=2[Cl:31])[CH2:15][CH:16]([CH3:18])[CH3:17])O[B:13]([C@@H:14]([NH:19][C:20](=[O:33])[CH2:21][NH:22][C:23](=[O:32])[C:24]2[CH:29]=[C:28]([Cl:30])[CH:27]=[CH:26][C:25]=2[Cl:31])[CH2:15][CH:16]([CH3:18])[CH3:17])O[B:13]1[C@@H:14]([NH:19][C:20](=[O:33])[CH2:21][NH:22][C:23](=[O:32])[C:24]1[CH:29]=[C:28]([Cl:30])[CH:27]=[CH:26][C:25]=1[Cl:31])[CH2:15][CH:16]([CH3:18])[CH3:17]. The catalyst is CCOC(C)=O. The product is [Cl:31][C:25]1[CH:26]=[CH:27][C:28]([Cl:30])=[CH:29][C:24]=1[C:23]([NH:22][CH2:21][C:20]([NH:19][C@H:14]([B:13]1[O:1][C:2]([CH3:7])([CH3:6])[C:3](=[O:5])[O:4]1)[CH2:15][CH:16]([CH3:18])[CH3:17])=[O:33])=[O:32]. The yield is 0.960. (6) The yield is 0.774. The product is [CH2:9]([CH2:18][C:12]1[C:11]([SiH2:20][C:21]2[CH:26]=[CH:25][CH:24]=[CH:23][CH:22]=2)([CH3:10])[C:15]([CH3:32])=[C:14]([CH3:16])[C:13]=1[CH3:17])[CH2:4][CH2:5][CH3:6]. The reactants are [H-].[Na+].N[C:4]1[CH:9]=CC=[CH:6][CH:5]=1.[CH3:10][C:11]1[CH2:15][C:14]([CH3:16])=[C:13]([CH3:17])[C:12]=1[CH3:18].Cl[Si:20](CCCC)(C)[C:21]1[CH:26]=[CH:25][CH:24]=[CH:23][CH:22]=1.[C:32](=O)([O-])O.[Na+].C(=O)([O-])[O-].[Na+].[Na+]. The catalyst is O1CCCC1.C1(C)C=CC=CC=1. (7) The reactants are [CH2:1]([O:8][C@H:9]([CH3:20])[C:10]([NH:12][NH:13][C:14]([NH:16][CH2:17][CH2:18][CH3:19])=[O:15])=O)[C:2]1[CH:7]=[CH:6][CH:5]=[CH:4][CH:3]=1.[OH-].[K+]. The catalyst is C(O)C. The product is [CH2:1]([O:8][C@@H:9]([C:10]1[N:16]([CH2:17][CH2:18][CH3:19])[C:14](=[O:15])[NH:13][N:12]=1)[CH3:20])[C:2]1[CH:7]=[CH:6][CH:5]=[CH:4][CH:3]=1. The yield is 0.970.